From a dataset of Forward reaction prediction with 1.9M reactions from USPTO patents (1976-2016). Predict the product of the given reaction. (1) Given the reactants C([C@](C(O)=O)(O)[C@](C(=O)C1C=CC(OC)=CC=1)(O)C(O)=O)(=O)C1C=CC(OC)=CC=1.[Cl:31][C:32]1[CH:33]=[C:34]([C@@:39]2([CH2:44][CH2:45][OH:46])[CH2:43][CH2:42][NH:41][CH2:40]2)[CH:35]=[CH:36][C:37]=1[Cl:38].C(=O)([O-])[O-].[K+].[K+].[CH3:53][O:54][C:55]1[CH:56]=[C:57]([CH:61]=[C:62]([O:66][CH3:67])[C:63]=1[O:64][CH3:65])[C:58](Cl)=[O:59].CN1CCOCC1.[CH3:75][S:76](Cl)(=[O:78])=[O:77], predict the reaction product. The product is: [CH3:53][O:54][C:55]1[CH:56]=[C:57]([CH:61]=[C:62]([O:66][CH3:67])[C:63]=1[O:64][CH3:65])[C:58]([N:41]1[CH2:42][CH2:43][C@@:39]([C:34]2[CH:35]=[CH:36][C:37]([Cl:38])=[C:32]([Cl:31])[CH:33]=2)([CH2:44][CH2:45][O:46][S:76]([CH3:75])(=[O:78])=[O:77])[CH2:40]1)=[O:59]. (2) Given the reactants [Br:1][C:2]1[CH:7]=[CH:6][C:5]([CH2:8][CH3:9])=[C:4](I)[CH:3]=1.C([Mg]Cl)(C)C.CN(C)[CH:18]=[O:19].Cl, predict the reaction product. The product is: [Br:1][C:2]1[CH:7]=[CH:6][C:5]([CH2:8][CH3:9])=[C:4]([CH:3]=1)[CH:18]=[O:19].